From a dataset of Acute oral toxicity (LD50) regression data from Zhu et al.. Regression/Classification. Given a drug SMILES string, predict its toxicity properties. Task type varies by dataset: regression for continuous values (e.g., LD50, hERG inhibition percentage) or binary classification for toxic/non-toxic outcomes (e.g., AMES mutagenicity, cardiotoxicity, hepatotoxicity). Dataset: ld50_zhu. (1) The molecule is Cc1ccc(C(=O)c2ccc(CC(=O)NCC(=O)Nc3cccc(C)c3C)n2C)cc1. The rat oral LD50 is 2.51, given as -log10 of the dose in mol/kg body weight (higher means more acutely toxic). (2) The drug is CCC12CCC3c4ccc(O)cc4CCC3C1CC(O)C2O. The rat oral LD50 is 1.78, given as -log10 of the dose in mol/kg body weight (higher means more acutely toxic). (3) The drug is CCC(CC)C(=O)O. The rat oral LD50 is 1.72, given as -log10 of the dose in mol/kg body weight (higher means more acutely toxic). (4) The molecule is CCOP(=S)(OCC)SCC(=O)OC. The rat oral LD50 is 2.41, given as -log10 of the dose in mol/kg body weight (higher means more acutely toxic). (5) The compound is COc1ccc(O)c(C(N)=O)c1. The rat oral LD50 is 1.94, given as -log10 of the dose in mol/kg body weight (higher means more acutely toxic). (6) The molecule is CCN(CC)CC1CCCCN1CC(=O)N1c2ccccc2C(=O)Nc2cccnc21. The rat oral LD50 is 2.44, given as -log10 of the dose in mol/kg body weight (higher means more acutely toxic). (7) The compound is CON=C(C)C(=NOC(=O)N(C)Sc1ccc(C(C)(C)C)cc1)C(=O)N(C)C. The rat oral LD50 is 4.13, given as -log10 of the dose in mol/kg body weight (higher means more acutely toxic).